Predict the reactants needed to synthesize the given product. From a dataset of Full USPTO retrosynthesis dataset with 1.9M reactions from patents (1976-2016). (1) Given the product [CH:1]1[C:9]2[C:8]3[CH2:10][CH2:11][CH2:12][CH2:13][CH2:14][CH2:15][C:7]=3[O:6][C:5]=2[CH:4]=[CH:3][C:2]=1[NH:16][C:23](=[O:24])[C:19]1[CH:20]=[CH:21][CH:22]=[C:17]([CH3:26])[CH:18]=1, predict the reactants needed to synthesize it. The reactants are: [CH:1]1[C:9]2[C:8]3[CH2:10][CH2:11][CH2:12][CH2:13][CH2:14][CH2:15][C:7]=3[O:6][C:5]=2[CH:4]=[CH:3][C:2]=1[NH2:16].[C:17]1([CH3:26])[CH:22]=[CH:21][CH:20]=[C:19]([C:23](Cl)=[O:24])[CH:18]=1. (2) Given the product [Br:12][C:5]1[CH:4]=[CH:3][C:2]([CH3:1])=[C:11]2[C:6]=1[CH:7]=[N:8][CH:9]=[N:10]2, predict the reactants needed to synthesize it. The reactants are: [CH3:1][C:2]1[CH:3]=[CH:4][CH:5]=[C:6]2[C:11]=1[N:10]=[CH:9][N:8]=[CH:7]2.[Br:12]Br. (3) Given the product [Cl:26][C:23]1[CH:24]=[CH:25][C:20]([C:10]2[N:11]=[C:12]([N:14]3[CH:18]=[CH:17][N:16]=[C:15]3[CH3:19])[O:13][C:9]=2[CH2:8][CH2:7][CH2:6][O:5][C:28]2[CH:37]=[CH:36][C:31]([CH2:32][OH:33])=[CH:30][CH:29]=2)=[CH:21][CH:22]=1, predict the reactants needed to synthesize it. The reactants are: CS([O:5][CH2:6][CH2:7][CH2:8][C:9]1[O:13][C:12]([N:14]2[CH:18]=[CH:17][N:16]=[C:15]2[CH3:19])=[N:11][C:10]=1[C:20]1[CH:25]=[CH:24][C:23]([Cl:26])=[CH:22][CH:21]=1)(=O)=O.O[C:28]1[CH:37]=[CH:36][C:31]([C:32](OC)=[O:33])=[CH:30][CH:29]=1.C(=O)([O-])[O-].[K+].[K+].CN(C)C=O. (4) Given the product [NH:12]1[C:1](=[O:11])[CH2:2][CH2:3][CH2:4][C:5]2[CH:6]=[CH:7][CH:8]=[CH:9][C:10]1=2, predict the reactants needed to synthesize it. The reactants are: [C:1]1(=[O:11])[C:10]2[C:5](=[CH:6][CH:7]=[CH:8][CH:9]=2)[CH2:4][CH2:3][CH2:2]1.[N-:12]=[N+]=[N-].[Na+].OS(O)(=O)=O.